From a dataset of Full USPTO retrosynthesis dataset with 1.9M reactions from patents (1976-2016). Predict the reactants needed to synthesize the given product. Given the product [Cl:15][C:9]1[CH:10]=[C:11]([Cl:14])[CH:12]=[CH:13][C:8]=1[CH2:7][NH:6][C:5](=[O:16])[CH2:4][SH:3], predict the reactants needed to synthesize it. The reactants are: C(=O)([S:3][CH2:4][C:5](=[O:16])[NH:6][CH2:7][C:8]1[CH:13]=[CH:12][C:11]([Cl:14])=[CH:10][C:9]=1[Cl:15])C.[OH-].[Na+].